From a dataset of NCI-60 drug combinations with 297,098 pairs across 59 cell lines. Regression. Given two drug SMILES strings and cell line genomic features, predict the synergy score measuring deviation from expected non-interaction effect. (1) Drug 1: C1CCN(CC1)CCOC2=CC=C(C=C2)C(=O)C3=C(SC4=C3C=CC(=C4)O)C5=CC=C(C=C5)O. Drug 2: COC1=NC(=NC2=C1N=CN2C3C(C(C(O3)CO)O)O)N. Cell line: NCI/ADR-RES. Synergy scores: CSS=-1.14, Synergy_ZIP=0.740, Synergy_Bliss=0.202, Synergy_Loewe=-0.251, Synergy_HSA=-1.53. (2) Drug 1: CCC(=C(C1=CC=CC=C1)C2=CC=C(C=C2)OCCN(C)C)C3=CC=CC=C3.C(C(=O)O)C(CC(=O)O)(C(=O)O)O. Drug 2: CC1=C2C(C(=O)C3(C(CC4C(C3C(C(C2(C)C)(CC1OC(=O)C(C(C5=CC=CC=C5)NC(=O)C6=CC=CC=C6)O)O)OC(=O)C7=CC=CC=C7)(CO4)OC(=O)C)O)C)OC(=O)C. Cell line: UACC-257. Synergy scores: CSS=30.1, Synergy_ZIP=3.91, Synergy_Bliss=13.0, Synergy_Loewe=-6.75, Synergy_HSA=9.63. (3) Drug 1: CCC(=C(C1=CC=CC=C1)C2=CC=C(C=C2)OCCN(C)C)C3=CC=CC=C3.C(C(=O)O)C(CC(=O)O)(C(=O)O)O. Drug 2: CC1=C(C=C(C=C1)C(=O)NC2=CC(=CC(=C2)C(F)(F)F)N3C=C(N=C3)C)NC4=NC=CC(=N4)C5=CN=CC=C5. Cell line: NCI-H522. Synergy scores: CSS=2.27, Synergy_ZIP=-0.0373, Synergy_Bliss=-0.840, Synergy_Loewe=0.161, Synergy_HSA=-1.02. (4) Drug 1: CCCS(=O)(=O)NC1=C(C(=C(C=C1)F)C(=O)C2=CNC3=C2C=C(C=N3)C4=CC=C(C=C4)Cl)F. Drug 2: C1=CC(=CC=C1CCC2=CNC3=C2C(=O)NC(=N3)N)C(=O)NC(CCC(=O)O)C(=O)O. Cell line: SK-MEL-5. Synergy scores: CSS=37.0, Synergy_ZIP=2.66, Synergy_Bliss=3.75, Synergy_Loewe=-5.72, Synergy_HSA=4.89. (5) Drug 1: CNC(=O)C1=CC=CC=C1SC2=CC3=C(C=C2)C(=NN3)C=CC4=CC=CC=N4. Drug 2: C1C(C(OC1N2C=NC3=C(N=C(N=C32)Cl)N)CO)O. Cell line: SK-OV-3. Synergy scores: CSS=0.557, Synergy_ZIP=1.96, Synergy_Bliss=1.33, Synergy_Loewe=0.626, Synergy_HSA=-0.542. (6) Drug 1: C1CCC(CC1)NC(=O)N(CCCl)N=O. Drug 2: C1C(C(OC1N2C=NC3=C(N=C(N=C32)Cl)N)CO)O. Cell line: SK-MEL-2. Synergy scores: CSS=25.0, Synergy_ZIP=-4.26, Synergy_Bliss=1.10, Synergy_Loewe=-3.92, Synergy_HSA=-0.818.